This data is from Retrosynthesis with 50K atom-mapped reactions and 10 reaction types from USPTO. The task is: Predict the reactants needed to synthesize the given product. (1) The reactants are: Brc1cccnc1.CCOC(=O)c1nc(CCOC)sc1N. Given the product CCOC(=O)c1nc(CCOC)sc1Nc1cccnc1, predict the reactants needed to synthesize it. (2) Given the product CC(C)CC[C@H](O)[C@H](CC1CCCCC1)NC(=O)[C@H](Cc1c[nH]cn1)NC(=O)OC(C)(C)C, predict the reactants needed to synthesize it. The reactants are: CC(C)(C)OC(=O)N[C@@H](Cc1c[nH]cn1)C(=O)O.CC(C)CC[C@H](O)[C@@H](N)CC1CCCCC1. (3) Given the product COc1cccc(-c2cccc3c4ccccc4c4ccccc4c23)c1, predict the reactants needed to synthesize it. The reactants are: COc1cccc(B(O)O)c1.O=S(=O)(Oc1cccc2c3ccccc3c3ccccc3c12)C(F)(F)F. (4) Given the product CCCCC[Si]1(c2ccccc2)CCC(COc2ccc(OC(F)(F)F)cc2)CC1, predict the reactants needed to synthesize it. The reactants are: CCCCC[Si]1(c2ccccc2)CCC(CBr)CC1.Oc1ccc(OC(F)(F)F)cc1. (5) The reactants are: CC(C)(C)OC(=O)N1CCC(C=O)(c2ccc(Cl)cc2)CC1.[Li]CCCC. Given the product C=CC1(c2ccc(Cl)cc2)CCN(C(=O)OC(C)(C)C)CC1, predict the reactants needed to synthesize it. (6) The reactants are: CCCCOC(OCCCC)[C@H](CCCNC(=N)N)NC(=O)[C@H](C)NC(=O)[C@H]1CCC(=O)N1C(=O)OCc1ccccc1. Given the product C[C@H](NC(=O)[C@H]1CCC(=O)N1C(=O)OCc1ccccc1)C(=O)N[C@H](C=O)CCCNC(=N)N, predict the reactants needed to synthesize it.